Predict the product of the given reaction. From a dataset of Forward reaction prediction with 1.9M reactions from USPTO patents (1976-2016). Given the reactants [C:1]1(=[O:8])[CH2:6][CH2:5][CH2:4][C:3](=[O:7])[CH2:2]1.[CH3:9][N:10]([CH:12](OC)OC)[CH3:11], predict the reaction product. The product is: [CH3:9][N:10]([CH:12]=[C:2]1[C:3](=[O:7])[CH2:4][CH2:5][CH2:6][C:1]1=[O:8])[CH3:11].